Dataset: Forward reaction prediction with 1.9M reactions from USPTO patents (1976-2016). Task: Predict the product of the given reaction. (1) Given the reactants C(OC(NCCCCCO[C:15]1[C:16]([CH2:26][CH:27]=[CH2:28])=[C:17]2[C:22](=[CH:23][CH:24]=1)[C:21](=[O:25])[CH2:20][CH2:19][CH2:18]2)=O)(C)(C)C.[C:29]([O:33][C:34]([NH:36][CH2:37][C:38]([CH3:45])([CH3:44])[CH2:39][CH2:40][CH2:41][CH2:42][OH:43])=[O:35])([CH3:32])([CH3:31])[CH3:30], predict the reaction product. The product is: [C:29]([O:33][C:34]([NH:36][CH2:37][C:38]([CH3:45])([CH3:44])[CH2:39][CH2:40][CH2:41][CH2:42][O:43][C:15]1[C:16]([CH2:26][CH:27]=[CH2:28])=[C:17]2[C:22](=[CH:23][CH:24]=1)[C:21](=[O:25])[CH2:20][CH2:19][CH2:18]2)=[O:35])([CH3:32])([CH3:31])[CH3:30]. (2) Given the reactants [CH2:1]([C:3]1[O:4][C:5]2[C:11]([C:12]([O:14][CH3:15])=[O:13])=[CH:10][C:9]([OH:16])=[CH:8][C:6]=2[CH:7]=1)[CH3:2].C(=O)([O-])[O-].[K+].[K+].Cl[CH2:24][C:25]([CH3:27])=[CH2:26], predict the reaction product. The product is: [CH2:1]([C:3]1[O:4][C:5]2[C:11]([C:12]([O:14][CH3:15])=[O:13])=[CH:10][C:9]([O:16][CH2:26][C:25]([CH3:27])=[CH2:24])=[CH:8][C:6]=2[CH:7]=1)[CH3:2]. (3) Given the reactants Br[C:2]1[S:20][C:5]2[C:6](=[O:19])[NH:7][C:8]([CH3:18])([CH3:17])[CH:9]([C:10]3[CH:15]=[CH:14][C:13]([Cl:16])=[CH:12][CH:11]=3)[C:4]=2[CH:3]=1.[N:21]1[CH:26]=[CH:25][C:24](B(O)O)=[CH:23][CH:22]=1.C(=O)([O-])[O-].[Cs+].[Cs+], predict the reaction product. The product is: [Cl:16][C:13]1[CH:14]=[CH:15][C:10]([CH:9]2[C:8]([CH3:18])([CH3:17])[NH:7][C:6](=[O:19])[C:5]3[S:20][C:2]([C:24]4[CH:25]=[CH:26][N:21]=[CH:22][CH:23]=4)=[CH:3][C:4]2=3)=[CH:11][CH:12]=1. (4) Given the reactants [Cl:1][C:2]1[CH:7]=[CH:6][C:5]([CH:8]([C:23]2[CH:28]=[CH:27][CH:26]=[CH:25][CH:24]=2)[NH:9][C:10](=[O:22])[CH2:11][C:12]2[CH:17]=[CH:16][C:15]([OH:18])=[C:14]([N+:19]([O-])=O)[CH:13]=2)=[C:4]([CH3:29])[CH:3]=1.CCO, predict the reaction product. The product is: [NH2:19][C:14]1[CH:13]=[C:12]([CH2:11][C:10]([NH:9][CH:8]([C:5]2[CH:6]=[CH:7][C:2]([Cl:1])=[CH:3][C:4]=2[CH3:29])[C:23]2[CH:28]=[CH:27][CH:26]=[CH:25][CH:24]=2)=[O:22])[CH:17]=[CH:16][C:15]=1[OH:18]. (5) Given the reactants [F:1][C:2]1[C:7]([N:8]2[C:12](SC3C=CC=C(OC)C=3)=[CH:11][C:10]([C:22]([O:24][CH2:25][CH3:26])=[O:23])=[N:9]2)=[CH:6][CH:5]=[CH:4][N:3]=1.Cl[C:28]1[CH:33]=[CH:32][CH:31]=[C:30](C(OO)=O)[CH:29]=1.[S:38]([O-:42])([O-])(=[O:40])=S.[Na+].[Na+].[C:45](OCC)(=[O:47])C, predict the reaction product. The product is: [F:1][C:2]1[C:7]([N:8]2[C:12]([S:38]([C:28]3[CH:33]=[CH:32][CH:31]=[C:30]([O:47][CH3:45])[CH:29]=3)(=[O:42])=[O:40])=[CH:11][C:10]([C:22]([O:24][CH2:25][CH3:26])=[O:23])=[N:9]2)=[CH:6][CH:5]=[CH:4][N:3]=1. (6) The product is: [Br:1][C:2]1[CH:3]=[C:4]([C:10]([O:12][CH3:19])=[O:11])[S:5][C:6]=1[CH2:7][CH2:8][CH3:9]. Given the reactants [Br:1][C:2]1[CH:3]=[C:4]([C:10]([OH:12])=[O:11])[S:5][C:6]=1[CH2:7][CH2:8][CH3:9].S(=O)(=O)(O)O.O.[CH3:19]O, predict the reaction product.